Dataset: Full USPTO retrosynthesis dataset with 1.9M reactions from patents (1976-2016). Task: Predict the reactants needed to synthesize the given product. Given the product [CH3:13][C:3]1[C:2]([N:24]2[CH2:23][CH2:22][N:21]([C:19]([O:18][C:14]([CH3:17])([CH3:16])[CH3:15])=[O:20])[CH2:26][CH2:25]2)=[N:12][CH:11]=[CH:10][C:4]=1[C:5]([O:7][CH2:8][CH3:9])=[O:6], predict the reactants needed to synthesize it. The reactants are: Cl[C:2]1[C:3]([CH3:13])=[C:4]([CH:10]=[CH:11][N:12]=1)[C:5]([O:7][CH2:8][CH3:9])=[O:6].[C:14]([O:18][C:19]([N:21]1[CH2:26][CH2:25][NH:24][CH2:23][CH2:22]1)=[O:20])([CH3:17])([CH3:16])[CH3:15].